From a dataset of Catalyst prediction with 721,799 reactions and 888 catalyst types from USPTO. Predict which catalyst facilitates the given reaction. (1) Reactant: C(O)(=O)[C@@H]([C@H](C(O)=O)O)O.[Cl:11][C:12]1[CH:17]=[CH:16][C:15]([C@H:18]2[N:25]3C(SC(C(N4CCNC(=O)C4)=O)=C3C(C)C)=[N:20][C@:19]2([C:39]2[CH:44]=[CH:43][C:42]([Cl:45])=[CH:41][CH:40]=2)[CH3:38])=[CH:14][CH:13]=1. Product: [Cl:11][C:12]1[CH:17]=[CH:16][C:15]([C@@H:18]([NH2:25])[C@:19]([C:39]2[CH:40]=[CH:41][C:42]([Cl:45])=[CH:43][CH:44]=2)([NH2:20])[CH3:38])=[CH:14][CH:13]=1. The catalyst class is: 8. (2) Reactant: [H-].[Na+].CN(C=O)C.[O:8]=[C:9]1[C:18]([CH:19]=[O:20])=[CH:17][C:16]2[C:11](=[CH:12][CH:13]=[CH:14][CH:15]=2)[NH:10]1.[Cl:21][C:22]1[CH:29]=[CH:28][C:25]([CH2:26]Br)=[CH:24][CH:23]=1. Product: [Cl:21][C:22]1[CH:29]=[CH:28][C:25]([CH2:26][N:10]2[C:11]3[C:16](=[CH:15][CH:14]=[CH:13][CH:12]=3)[CH:17]=[C:18]([CH:19]=[O:20])[C:9]2=[O:8])=[CH:24][CH:23]=1. The catalyst class is: 84. (3) Reactant: [C:1]([N:4]1[CH2:9][CH2:8][CH:7]([N:10]2[CH:14]([CH3:15])[C:13]3[CH:16]=[C:17]([C:20]4[C:28]5[C:23](=[CH:24][C:25]([F:29])=[CH:26][CH:27]=5)[N:22](C(OC(C)(C)C)=O)[CH:21]=4)[CH:18]=[CH:19][C:12]=3[S:11]2(=[O:38])=[O:37])[CH2:6][CH2:5]1)(=[O:3])[CH3:2].Cl.C([O-])(O)=O.[Na+]. Product: [F:29][C:25]1[CH:24]=[C:23]2[C:28]([C:20]([C:17]3[CH:18]=[CH:19][C:12]4[S:11](=[O:38])(=[O:37])[N:10]([CH:7]5[CH2:8][CH2:9][N:4]([C:1](=[O:3])[CH3:2])[CH2:5][CH2:6]5)[CH:14]([CH3:15])[C:13]=4[CH:16]=3)=[CH:21][NH:22]2)=[CH:27][CH:26]=1. The catalyst class is: 13. (4) Reactant: [S:1]([OH:5])(=[O:4])(=[O:3])[CH3:2].[F:6][C@@H:7]1[CH2:11][N:10]([C:12](=[O:26])[CH2:13][NH:14][C@@H:15]2[CH2:19][CH2:18][C@H:17]([CH2:20][N:21]3[CH:25]=[N:24][CH:23]=[N:22]3)[CH2:16]2)[C@H:9]([C:27]#[N:28])[CH2:8]1.CO. Product: [S:1]([OH:5])(=[O:4])(=[O:3])[CH3:2].[F:6][CH:7]1[CH2:11][N:10]2[C:12](=[O:26])[CH2:13][N:14]([CH:15]3[CH2:19][CH2:18][CH:17]([CH2:20][N:21]4[CH:25]=[N:24][CH:23]=[N:22]4)[CH2:16]3)[C:27](=[NH:28])[CH:9]2[CH2:8]1. The catalyst class is: 13. (5) Reactant: C(OC([N:6]1[CH2:21][CH2:20][C:10]2[C:11]3[C:12]([CH3:19])([CH3:18])[CH2:13][CH2:14][C:15]=3[CH:16]=[CH:17][C:9]=2[CH2:8][CH2:7]1)=O)C.[Si](I)(C)(C)C. Product: [CH3:18][C:12]1([CH3:19])[C:11]2[C:10]3[CH2:20][CH2:21][NH:6][CH2:7][CH2:8][C:9]=3[CH:17]=[CH:16][C:15]=2[CH2:14][CH2:13]1. The catalyst class is: 22. (6) Reactant: Cl[C:2]1[CH:7]=[CH:6][N:5]=[C:4]([NH:8][C:9]2[CH:14]=[C:13]([O:15][CH3:16])[C:12]([O:17][CH3:18])=[C:11]([O:19][CH3:20])[CH:10]=2)[N:3]=1.[NH2:21][C:22]1[CH:30]=[CH:29][C:28]2[CH2:27][CH2:26][CH2:25][C:24]=2[C:23]=1[S:31]([NH2:34])(=[O:33])=[O:32].Cl. Product: [CH3:20][O:19][C:11]1[CH:10]=[C:9]([NH:8][C:4]2[N:3]=[C:2]([NH:21][C:22]3[CH:30]=[CH:29][C:28]4[CH2:27][CH2:26][CH2:25][C:24]=4[C:23]=3[S:31]([NH2:34])(=[O:32])=[O:33])[CH:7]=[CH:6][N:5]=2)[CH:14]=[C:13]([O:15][CH3:16])[C:12]=1[O:17][CH3:18]. The catalyst class is: 32. (7) Reactant: C([N:8]1[CH2:12][CH2:11][C:10]([NH:22][C:23](=[O:29])[O:24][C:25]([CH3:28])([CH3:27])[CH3:26])([CH2:13][O:14][Si:15]([C:18]([CH3:21])([CH3:20])[CH3:19])([CH3:17])[CH3:16])[CH2:9]1)C1C=CC=CC=1. Product: [Si:15]([O:14][CH2:13][C:10]1([NH:22][C:23](=[O:29])[O:24][C:25]([CH3:28])([CH3:27])[CH3:26])[CH2:11][CH2:12][NH:8][CH2:9]1)([C:18]([CH3:21])([CH3:20])[CH3:19])([CH3:17])[CH3:16]. The catalyst class is: 105. (8) Reactant: [O:1]=[S:2]1(=[O:29])[CH2:6][CH2:5][CH:4]([CH2:7][O:8][C:9]2[CH:17]=[CH:16][CH:15]=[C:14]3[C:10]=2[CH:11]=[CH:12][N:13]3[C:18]2[CH:23]=[CH:22][N:21]=[C:20](S(CCC)=O)[N:19]=2)[CH2:3]1.Cl.[CH2:31]([O:33][C:34]([CH:36]1[CH2:41][CH2:40][CH:39]([NH2:42])[CH2:38][CH2:37]1)=[O:35])[CH3:32].C(N(C(C)C)CC)(C)C.O. Product: [CH2:31]([O:33][C:34]([CH:36]1[CH2:41][CH2:40][CH:39]([NH:42][C:20]2[N:19]=[C:18]([N:13]3[C:14]4[C:10](=[C:9]([O:8][CH2:7][CH:4]5[CH2:5][CH2:6][S:2](=[O:29])(=[O:1])[CH2:3]5)[CH:17]=[CH:16][CH:15]=4)[CH:11]=[CH:12]3)[CH:23]=[CH:22][N:21]=2)[CH2:38][CH2:37]1)=[O:35])[CH3:32]. The catalyst class is: 37. (9) Reactant: [N-:1]=[N+:2]=[N-:3].[Na+].CS(O[C@H:10]1[CH2:14][CH2:13][N:12]([C:15]([O:17][C:18]([CH3:21])([CH3:20])[CH3:19])=[O:16])[C@@H:11]1[C:22]([O:24][C:25]([CH3:28])([CH3:27])[CH3:26])=[O:23])(=O)=O.O. Product: [N:1]([C@@H:10]1[CH2:14][CH2:13][N:12]([C:15]([O:17][C:18]([CH3:19])([CH3:20])[CH3:21])=[O:16])[C@@H:11]1[C:22]([O:24][C:25]([CH3:28])([CH3:27])[CH3:26])=[O:23])=[N+:2]=[N-:3]. The catalyst class is: 3. (10) Reactant: [Br:1][C:2]1[CH:3]=[C:4]2[C:8](=[C:9]([C:11]([NH2:13])=[O:12])[CH:10]=1)[NH:7][CH:6]=[CH:5]2.CC([N:17]1[CH2:25][C:24]2[C:19](=[CH:20][CH:21]=C(B(O)O)C=2)C1)C.O=C1CCN(C(OC(C)(C)C)=O)CC1.S(=O)(=O)(O)N.[ClH:48]. Product: [ClH:48].[Br:1][C:2]1[CH:3]=[C:4]2[C:8](=[C:9]([C:11]([NH2:13])=[O:12])[CH:10]=1)[NH:7][CH:6]=[C:5]2[C:19]1[CH2:24][CH2:25][NH:17][CH2:21][CH:20]=1. The catalyst class is: 15.